From a dataset of Full USPTO retrosynthesis dataset with 1.9M reactions from patents (1976-2016). Predict the reactants needed to synthesize the given product. (1) Given the product [OH:2][C:3]1[N:12]=[CH:11][CH:10]=[C:9]2[C:4]=1[CH:5]=[C:6]([C:31]1[CH:32]=[CH:33][CH:34]=[CH:35][CH:36]=1)[C:7]([C:13]1[CH:18]=[CH:17][C:16]([C:19]3([NH:23][C:24](=[O:25])[O:26][C:27]([CH3:30])([CH3:29])[CH3:28])[CH2:22][CH2:21][CH2:20]3)=[CH:15][CH:14]=1)=[N:8]2, predict the reactants needed to synthesize it. The reactants are: C(=O)(OC(C)(C)C)[O:2][C:3]1[N:12]=[CH:11][CH:10]=[C:9]2[C:4]=1[CH:5]=[C:6]([C:31]1[CH:36]=[CH:35][CH:34]=[CH:33][CH:32]=1)[C:7]([C:13]1[CH:18]=[CH:17][C:16]([C:19]3([NH:23][C:24]([O:26][C:27]([CH3:30])([CH3:29])[CH3:28])=[O:25])[CH2:22][CH2:21][CH2:20]3)=[CH:15][CH:14]=1)=[N:8]2. (2) Given the product [N:34]1([C:30]2[CH:29]=[C:28]([N:17]([C:18]3[CH:19]=[CH:20][CH:21]=[CH:22][CH:23]=3)[C:16]3[CH:24]=[CH:25][CH:26]=[C:14]([C:12]4[N:11]=[CH:10][N:9]([C:3]5[C:2]([CH3:1])=[CH:7][CH:6]=[CH:5][C:4]=5[CH3:8])[CH:13]=4)[CH:15]=3)[CH:33]=[CH:32][CH:31]=2)[CH:38]=[CH:37][CH:36]=[N:35]1, predict the reactants needed to synthesize it. The reactants are: [CH3:1][C:2]1[CH:7]=[CH:6][CH:5]=[C:4]([CH3:8])[C:3]=1[N:9]1[CH:13]=[C:12]([C:14]2[CH:15]=[C:16]([CH:24]=[CH:25][CH:26]=2)[NH:17][C:18]2[CH:23]=[CH:22][CH:21]=[CH:20][CH:19]=2)[N:11]=[CH:10]1.Br[C:28]1[CH:29]=[C:30]([N:34]2[CH:38]=[CH:37][CH:36]=[N:35]2)[CH:31]=[CH:32][CH:33]=1.CC(C)([O-])C.[Na+].C1(P(C2CCCCC2)C2C=CC=CC=2C2C(OC)=CC=CC=2OC)CCCCC1. (3) Given the product [CH3:38][N:2]([CH3:1])[C:3]([C:5]1[CH:6]=[C:7]([CH3:37])[C:8]([C:12]2[CH:20]=[CH:19][C:18]([F:21])=[C:17]3[C:13]=2[CH2:14][CH2:15][C@H:16]3[O:22][C:23]2[CH:36]=[CH:35][C:26]3[C@H:27]([CH2:30][C:31]([OH:33])=[O:32])[CH2:28][O:29][C:25]=3[CH:24]=2)=[C:9]([CH3:11])[CH:10]=1)=[O:4], predict the reactants needed to synthesize it. The reactants are: [CH3:1][N:2]([CH3:38])[C:3]([C:5]1[CH:10]=[C:9]([CH3:11])[C:8]([C:12]2[CH:20]=[CH:19][C:18]([F:21])=[C:17]3[C:13]=2[CH2:14][CH2:15][C@H:16]3[O:22][C:23]2[CH:36]=[CH:35][C:26]3[C@H:27]([CH2:30][C:31]([O:33]C)=[O:32])[CH2:28][O:29][C:25]=3[CH:24]=2)=[C:7]([CH3:37])[CH:6]=1)=[O:4]. (4) Given the product [Cl:37][C:38]1[CH:39]=[N:40][CH:41]=[C:42]([Cl:45])[C:43]=1[NH:44][C:22]([C:15]1[C:14]2[C:13]3[C:8](=[CH:9][CH:10]=[C:11]([Cl:34])[CH:12]=3)[N:7]([CH2:6][C:5]3[CH:35]=[CH:36][C:2]([F:1])=[CH:3][CH:4]=3)[C:19]=2[C:18]([O:20][CH3:21])=[CH:17][CH:16]=1)=[O:23], predict the reactants needed to synthesize it. The reactants are: [F:1][C:2]1[CH:36]=[CH:35][C:5]([CH2:6][N:7]2[C:19]3[C:18]([O:20][CH3:21])=[CH:17][CH:16]=[C:15]([C:22](OC4C=CC([N+]([O-])=O)=CC=4)=[O:23])[C:14]=3[C:13]3[C:8]2=[CH:9][CH:10]=[C:11]([Cl:34])[CH:12]=3)=[CH:4][CH:3]=1.[Cl:37][C:38]1[CH:39]=[N:40][CH:41]=[C:42]([Cl:45])[C:43]=1[NH2:44].[H-].[Na+].Cl.